Dataset: Reaction yield outcomes from USPTO patents with 853,638 reactions. Task: Predict the reaction yield, written as a fraction of the theoretical maximum amount of product (1.0 means a 100% yield; for example, 0.34 means a 34% yield). (1) The reactants are [CH3:1][C:2]1[C:6]([CH2:7][N:8]2[CH:12]=[C:11]([N:13]3[C:17](=[O:18])[CH2:16][N:15]([CH2:19][C:20]4[CH:25]=[CH:24][CH:23]=[CH:22][C:21]=4[OH:26])[C:14]3=[O:27])[CH:10]=[N:9]2)=[C:5]([CH3:28])[O:4][N:3]=1.[CH3:29][O:30][CH2:31][CH2:32]Br. No catalyst specified. The product is [CH3:1][C:2]1[C:6]([CH2:7][N:8]2[CH:12]=[C:11]([N:13]3[C:17](=[O:18])[CH2:16][N:15]([CH2:19][C:20]4[CH:25]=[CH:24][CH:23]=[CH:22][C:21]=4[O:26][CH2:32][CH2:31][O:30][CH3:29])[C:14]3=[O:27])[CH:10]=[N:9]2)=[C:5]([CH3:28])[O:4][N:3]=1. The yield is 0.190. (2) The yield is 0.920. The product is [O:1]1[CH2:5][CH2:4][O:3][CH:2]1[C:6]1[CH:15]=[CH:14][CH:13]=[C:12]2[C:7]=1[CH2:8][CH2:9][C:10](=[O:16])[N:11]2[C:18]1[CH:23]=[CH:22][CH:21]=[CH:20][CH:19]=1. The reactants are [O:1]1[CH2:5][CH2:4][O:3][CH:2]1[C:6]1[CH:15]=[CH:14][CH:13]=[C:12]2[C:7]=1[CH2:8][CH2:9][C:10](=[O:16])[NH:11]2.I[C:18]1[CH:23]=[CH:22][CH:21]=[CH:20][CH:19]=1.N[C@@H]1CCCC[C@H]1N.C(=O)([O-])[O-].[Cs+].[Cs+]. The catalyst is O1CCOCC1.[Cu]I. (3) The reactants are C(N(C(C)C)CC)(C)C.[NH2:10][C:11]1[CH:26]=[CH:25][C:24]([Cl:27])=[CH:23][C:12]=1[C:13]([NH:15][CH2:16][CH:17]1[CH2:22][CH2:21][CH2:20][CH2:19][CH2:18]1)=[O:14].[CH:28]1[C:37]2[C:32](=[CH:33][CH:34]=[CH:35][CH:36]=2)[CH:31]=[CH:30][C:29]=1[C:38](Cl)=[O:39]. No catalyst specified. The product is [Cl:27][C:24]1[CH:25]=[CH:26][C:11]([NH:10][C:38]([C:29]2[CH:30]=[CH:31][C:32]3[C:37](=[CH:36][CH:35]=[CH:34][CH:33]=3)[CH:28]=2)=[O:39])=[C:12]([C:13]([NH:15][CH2:16][CH:17]2[CH2:22][CH2:21][CH2:20][CH2:19][CH2:18]2)=[O:14])[CH:23]=1. The yield is 0.520. (4) The reactants are N[C:2]1[N:7]=[CH:6][C:5]([C:8]2[CH:13]=[CH:12][C:11]([C@@H:14]([N:16]3[CH2:21][CH2:20][C@:19]([CH2:28][CH2:29][CH2:30][OH:31])([C:22]4[CH:27]=[CH:26][CH:25]=[CH:24][CH:23]=4)[O:18][C:17]3=[O:32])[CH3:15])=[CH:10][CH:9]=2)=[CH:4][CH:3]=1.N([O-])=[O:34].[Na+].[OH-].[Na+]. The catalyst is OS(O)(=O)=O. The product is [OH:31][CH2:30][CH2:29][CH2:28][C@@:19]1([C:22]2[CH:27]=[CH:26][CH:25]=[CH:24][CH:23]=2)[O:18][C:17](=[O:32])[N:16]([C@H:14]([C:11]2[CH:10]=[CH:9][C:8]([C:5]3[CH:4]=[CH:3][C:2](=[O:34])[NH:7][CH:6]=3)=[CH:13][CH:12]=2)[CH3:15])[CH2:21][CH2:20]1. The yield is 0.200.